Task: Predict the product of the given reaction.. Dataset: Forward reaction prediction with 1.9M reactions from USPTO patents (1976-2016) (1) Given the reactants Br[C:2]1[CH:12]=[CH:11][C:5]([C:6]([O:8][CH2:9][CH3:10])=[O:7])=[CH:4][C:3]=1[Cl:13].[NH:14]1[CH2:18][CH2:17][CH2:16][CH2:15]1.CC(C)([O-])C.[Na+].C1C=CC(P(C2C(C3C(P(C4C=CC=CC=4)C4C=CC=CC=4)=CC=C4C=3C=CC=C4)=C3C(C=CC=C3)=CC=2)C2C=CC=CC=2)=CC=1, predict the reaction product. The product is: [Cl:13][C:3]1[CH:4]=[C:5]([CH:11]=[CH:12][C:2]=1[N:14]1[CH2:18][CH2:17][CH2:16][CH2:15]1)[C:6]([O:8][CH2:9][CH3:10])=[O:7]. (2) Given the reactants [N+:1]([C:4]1[CH:17]=[CH:16][C:7]([O:8][C:9]2[CH:14]=[CH:13][N:12]=[C:11]([NH2:15])[CH:10]=2)=[CH:6][CH:5]=1)([O-:3])=[O:2].Cl[C:19](OC1C=CC=CC=1)=[O:20].Cl.Cl.[N:30]1([CH2:34][CH:35]2[CH2:40][CH2:39][NH:38][CH2:37][CH2:36]2)[CH2:33][CH2:32][CH2:31]1, predict the reaction product. The product is: [N+:1]([C:4]1[CH:17]=[CH:16][C:7]([O:8][C:9]2[CH:14]=[CH:13][N:12]=[C:11]([NH:15][C:19]([N:38]3[CH2:39][CH2:40][CH:35]([CH2:34][N:30]4[CH2:33][CH2:32][CH2:31]4)[CH2:36][CH2:37]3)=[O:20])[CH:10]=2)=[CH:6][CH:5]=1)([O-:3])=[O:2].